The task is: Predict the reaction yield, written as a fraction of the theoretical maximum amount of product (1.0 means a 100% yield; for example, 0.34 means a 34% yield).. This data is from Reaction yield outcomes from USPTO patents with 853,638 reactions. (1) The reactants are Br[C:2]1[CH:7]=[CH:6][C:5]([O:8][CH2:9][CH2:10][CH2:11][CH3:12])=[C:4]([F:13])[C:3]=1[O:14][CH2:15][O:16][CH2:17][CH2:18][O:19][CH3:20].C([Li])CCC.Br[C:27]1[C:32]([C:33]([O:35][CH3:36])=[O:34])=[C:31]([F:37])[C:30]([CH:38]2[CH2:43][CH2:42][CH:41]([CH2:44][CH2:45][CH2:46][CH2:47][CH3:48])[CH2:40][CH2:39]2)=[CH:29][CH:28]=1.Cl. The catalyst is O1CCCC1.CCCCCC.[Br-].[Zn+2].[Br-].C1C=CC(P(C2C=CC=CC=2)[C-]2C=CC=C2)=CC=1.C1C=CC(P(C2C=CC=CC=2)[C-]2C=CC=C2)=CC=1.Cl[Pd]Cl.[Fe+2]. The product is [CH2:9]([O:8][C:5]1[CH:6]=[CH:7][C:2]([C:27]2[C:32]([C:33]([O:35][CH3:36])=[O:34])=[C:31]([F:37])[C:30]([CH:38]3[CH2:39][CH2:40][CH:41]([CH2:44][CH2:45][CH2:46][CH2:47][CH3:48])[CH2:42][CH2:43]3)=[CH:29][CH:28]=2)=[C:3]([O:14][CH2:15][O:16][CH2:17][CH2:18][O:19][CH3:20])[C:4]=1[F:13])[CH2:10][CH2:11][CH3:12]. The yield is 0.550. (2) The reactants are [C:1]([C:3]1[CH:4]=[C:5]([NH:9][C:10](=[O:33])[NH:11][C:12]2[CH:17]=[CH:16][C:15]([S:18]([NH:21][CH2:22][C:23]3[CH:28]=[CH:27][C:26]([S:29](=[O:32])(=[O:31])[NH2:30])=[CH:25][CH:24]=3)(=[O:20])=[O:19])=[CH:14][CH:13]=2)[CH:6]=[CH:7][CH:8]=1)#[N:2].[N:34]1([C:40]([O:42][C:43]([CH3:46])([CH3:45])[CH3:44])=[O:41])[CH2:39][CH2:38][NH:37][CH2:36][CH2:35]1. No catalyst specified. The product is [NH:2]=[C:1]([C:3]1[CH:8]=[CH:7][CH:6]=[C:5]([NH:9][C:10]([NH:11][C:12]2[CH:17]=[CH:16][C:15]([S:18](=[O:20])(=[O:19])[NH:21][CH2:22][C:23]3[CH:28]=[CH:27][C:26]([S:29](=[O:32])(=[O:31])[NH2:30])=[CH:25][CH:24]=3)=[CH:14][CH:13]=2)=[O:33])[CH:4]=1)[N:37]1[CH2:36][CH2:35][N:34]([C:40]([O:42][C:43]([CH3:46])([CH3:45])[CH3:44])=[O:41])[CH2:39][CH2:38]1. The yield is 0.150. (3) The reactants are [CH3:1][O:2][C:3]1[CH:8]=[C:7]([O:9][CH3:10])[N:6]=[CH:5][C:4]=1[C:11]1[C:24]2[C:19](=[CH:20][C:21]([O:27][CH2:28][CH3:29])=[C:22]([O:25][CH3:26])[CH:23]=2)[C@@H:18]2[C@@H:13]([CH2:14][CH2:15][C@@H:16]([OH:30])[CH2:17]2)[N:12]=1.[C:31]([OH:38])(=[O:37])/[CH:32]=[CH:33]/[C:34]([OH:36])=[O:35]. The catalyst is CC(C)=O.C(O)(C)C. The product is [C:31]([OH:38])(=[O:37])/[CH:32]=[CH:33]/[C:34]([OH:36])=[O:35].[CH3:1][O:2][C:3]1[CH:8]=[C:7]([O:9][CH3:10])[N:6]=[CH:5][C:4]=1[C:11]1[C:24]2[C:19](=[CH:20][C:21]([O:27][CH2:28][CH3:29])=[C:22]([O:25][CH3:26])[CH:23]=2)[C@@H:18]2[C@@H:13]([CH2:14][CH2:15][C@@H:16]([OH:30])[CH2:17]2)[N:12]=1. The yield is 0.400. (4) The reactants are [C:1]1(C)C=CC(S(O)(=O)=O)=CC=1.[Br:12][C:13]1[CH:20]=[N:19][CH:18]=[CH:17][C:14]=1[CH:15]=[O:16].[C:21](OCC)(=[O:23])C. The catalyst is CO.CCCCCC. The product is [Br:12][C:13]1[CH:20]=[N:19][CH:18]=[CH:17][C:14]=1[CH:15]([O:23][CH3:21])[O:16][CH3:1]. The yield is 0.963. (5) The reactants are C([O:3][C:4]([C:6]1[NH:7][C:8]([CH:12]=[C:13]2[C:21]3[C:16](=[CH:17][CH:18]=[C:19]([Cl:22])[CH:20]=3)[NH:15][C:14]2=[O:23])=[C:9]([CH3:11])[CH:10]=1)=[O:5])C.[OH-].[K+]. The catalyst is CO.C(O)C. The product is [Cl:22][C:19]1[CH:20]=[C:21]2[C:16](=[CH:17][CH:18]=1)[NH:15][C:14](=[O:23])[C:13]2=[CH:12][C:8]1[NH:7][C:6]([C:4]([OH:5])=[O:3])=[CH:10][C:9]=1[CH3:11]. The yield is 0.700. (6) The reactants are C(=O)(OC)O[CH2:3]/[CH:4]=[CH:5]/[C:6]1[CH:11]=[CH:10][CH:9]=[CH:8][CH:7]=1.[CH2:15]([NH2:22])[C:16]1[CH:21]=[CH:20][CH:19]=[CH:18][CH:17]=1.CC1C=CC(S(O)(=O)=O)=CC=1. The catalyst is C1COCC1. The product is [CH2:15]([NH:22][C@H:5]([C:6]1[CH:11]=[CH:10][CH:9]=[CH:8][CH:7]=1)[CH:4]=[CH2:3])[C:16]1[CH:21]=[CH:20][CH:19]=[CH:18][CH:17]=1. The yield is 0.440. (7) The reactants are [C:1]([C:4]1[CH:26]=[CH:25][C:7]([O:8][CH2:9][C:10]2[CH:24]=[CH:23][C:13]([O:14][C:15]3[N:22]=[CH:21][CH:20]=[CH:19][C:16]=3[C:17]#[N:18])=[CH:12][CH:11]=2)=[C:6]([CH2:27][CH2:28][CH3:29])[C:5]=1[OH:30])(=[O:3])[CH3:2].Cl.C(N(CC)CC)C.[N-:39]=[N+:40]=[N-:41].[Na+].C1(C)C=CC=CC=1.[C:50](OCC)(=[O:52])[CH3:51]. No catalyst specified. The product is [C:50]([C:7]1([O:8][CH2:9][C:10]2[CH:11]=[CH:12][C:13]([O:14][C:15]3[C:16]([C:17]4[NH:41][N:40]=[N:39][N:18]=4)=[CH:19][CH:20]=[CH:21][N:22]=3)=[CH:23][CH:24]=2)[CH:25]=[CH:26][C:4]([C:1](=[O:3])[CH3:2])=[C:5]([OH:30])[CH:6]1[CH2:27][CH2:28][CH3:29])(=[O:52])[CH3:51]. The yield is 0.400.